Dataset: Forward reaction prediction with 1.9M reactions from USPTO patents (1976-2016). Task: Predict the product of the given reaction. (1) Given the reactants C([NH:4][C:5]1[N:6]=[C:7]2[CH:12]=[CH:11][C:10]([C:13]3[N:17]([CH:18]4[CH2:23][CH2:22][N:21](C(OC(C)(C)C)=O)[CH2:20][CH2:19]4)[CH:16]=[N:15][C:14]=3[C:31]3[CH:36]=[CH:35][C:34]([F:37])=[CH:33][CH:32]=3)=[N:9][N:8]2[CH:38]=1)(=O)C.Cl, predict the reaction product. The product is: [F:37][C:34]1[CH:35]=[CH:36][C:31]([C:14]2[N:15]=[CH:16][N:17]([CH:18]3[CH2:23][CH2:22][NH:21][CH2:20][CH2:19]3)[C:13]=2[C:10]2[CH:11]=[CH:12][C:7]3[N:8]([CH:38]=[C:5]([NH2:4])[N:6]=3)[N:9]=2)=[CH:32][CH:33]=1. (2) Given the reactants [CH3:1][C:2]1[N:3]=[C:4]([C:7]2[CH:8]=[N:9][NH:10][C:11]=2[NH2:12])[S:5][CH:6]=1.[CH3:13][N:14]1[C:22]2[C:17](=[CH:18][C:19]([C:23](=O)[CH2:24][C:25](OCC)=[O:26])=[CH:20][CH:21]=2)[CH:16]=[N:15]1.CC1C=CC(S(O)(=O)=O)=CC=1, predict the reaction product. The product is: [CH3:13][N:14]1[C:22]2[C:17](=[CH:18][C:19]([C:23]3[NH:12][C:11]4[N:10]([N:9]=[CH:8][C:7]=4[C:4]4[S:5][CH:6]=[C:2]([CH3:1])[N:3]=4)[C:25](=[O:26])[CH:24]=3)=[CH:20][CH:21]=2)[CH:16]=[N:15]1. (3) Given the reactants [CH:1]([C:4]1[CH:9]=[CH:8][CH:7]=[C:6]([CH:10]([CH3:12])[CH3:11])[C:5]=1[N:13]1[CH2:17][C:16](=[NH:18])[N:15]([C:19]2[C:24]([CH:25]([CH3:27])[CH3:26])=[CH:23][CH:22]=[CH:21][C:20]=2[CH:28]([CH3:30])[CH3:29])[CH2:14]1)([CH3:3])[CH3:2].[Cl-:31].[Cl-].[Cl-].[CH:34]1([Ti+3:39])[CH:38]=[CH:37][CH:36]=[CH:35]1.C(N(CC)CC)C, predict the reaction product. The product is: [Cl-:31].[Cl-:31].[CH:34]1([Ti+2:39])[CH:38]=[CH:37][CH:36]=[CH:35]1.[CH:1]([C:4]1[CH:9]=[CH:8][CH:7]=[C:6]([CH:10]([CH3:12])[CH3:11])[C:5]=1[N:13]1[CH2:17][C:16](=[NH:18])[N:15]([C:19]2[C:20]([CH:28]([CH3:30])[CH3:29])=[CH:21][CH:22]=[CH:23][C:24]=2[CH:25]([CH3:27])[CH3:26])[CH2:14]1)([CH3:3])[CH3:2].